This data is from Reaction yield outcomes from USPTO patents with 853,638 reactions. The task is: Predict the reaction yield, written as a fraction of the theoretical maximum amount of product (1.0 means a 100% yield; for example, 0.34 means a 34% yield). The reactants are [CH3:1][S:2]([C:5]1[CH:6]=[C:7]([CH:11]=[CH:12][CH:13]=1)[C:8](Cl)=[O:9])(=[O:4])=[O:3].[CH2:14]([NH:21][C:22]([C:24]1[S:28][C:27]([NH2:29])=[N:26][C:25]=1[CH3:30])=[O:23])[C:15]1[CH:20]=[CH:19][CH:18]=[CH:17][CH:16]=1. No catalyst specified. The product is [CH2:14]([NH:21][C:22]([C:24]1[S:28][C:27]([NH:29][C:8](=[O:9])[C:7]2[CH:11]=[CH:12][CH:13]=[C:5]([S:2]([CH3:1])(=[O:4])=[O:3])[CH:6]=2)=[N:26][C:25]=1[CH3:30])=[O:23])[C:15]1[CH:20]=[CH:19][CH:18]=[CH:17][CH:16]=1. The yield is 0.150.